From a dataset of Forward reaction prediction with 1.9M reactions from USPTO patents (1976-2016). Predict the product of the given reaction. (1) Given the reactants [Br:1][C:2]1[CH:7]=[CH:6][C:5]([S:8](Cl)(=[O:10])=[O:9])=[CH:4][C:3]=1[F:12].[NH2:13][C:14]1[CH:19]=[CH:18][CH:17]=[C:16]([Br:20])[N:15]=1, predict the reaction product. The product is: [Br:1][C:2]1[CH:7]=[CH:6][C:5]([S:8]([NH:13][C:14]2[CH:19]=[CH:18][CH:17]=[C:16]([Br:20])[N:15]=2)(=[O:10])=[O:9])=[CH:4][C:3]=1[F:12]. (2) Given the reactants [F:1][C:2]1[CH:7]=[CH:6][C:5]([N:8]2[C:12]3([CH2:17][CH2:16][NH:15][CH2:14][CH2:13]3)[C:11](=[O:18])[NH:10][CH2:9]2)=[CH:4][CH:3]=1.C(N(C(C)C)CCN)(C)C.[C:29](O[C:29]([O:31][C:32]([CH3:35])([CH3:34])[CH3:33])=[O:30])([O:31][C:32]([CH3:35])([CH3:34])[CH3:33])=[O:30], predict the reaction product. The product is: [F:1][C:2]1[CH:7]=[CH:6][C:5]([N:8]2[C:12]3([CH2:13][CH2:14][N:15]([C:29]([O:31][C:32]([CH3:35])([CH3:34])[CH3:33])=[O:30])[CH2:16][CH2:17]3)[C:11](=[O:18])[NH:10][CH2:9]2)=[CH:4][CH:3]=1. (3) Given the reactants Br[C:2]1[CH:3]=[CH:4][C:5]2[CH:9]=[C:8]([C:10]([OH:12])=[O:11])[S:7][C:6]=2[CH:13]=1.[C:14]([C@@H:16]1[CH2:18][C@H:17]1[CH2:19][OH:20])#[CH:15].C(N(CC)CC)C, predict the reaction product. The product is: [OH:20][CH2:19][C@@H:17]1[CH2:18][C@H:16]1[C:14]#[C:15][C:2]1[CH:3]=[CH:4][C:5]2[CH:9]=[C:8]([C:10]([OH:12])=[O:11])[S:7][C:6]=2[CH:13]=1. (4) Given the reactants [C:1]([C:7]1[C:15]2[C:10](=[N:11][CH:12]=[C:13]([NH:16][C:17]3[CH:24]=[CH:23][C:20]([CH:21]=O)=[CH:19][CH:18]=3)[N:14]=2)[N:9]([CH2:25][O:26][CH2:27][CH2:28][Si:29]([CH3:32])([CH3:31])[CH3:30])[CH:8]=1)(=[O:6])[C:2]([CH3:5])([CH3:4])[CH3:3].[S:33]1[CH2:37][C:36](=[O:38])[NH:35][C:34]1=[O:39].C(O)(=O)C.N1CCCCC1, predict the reaction product. The product is: [C:1]([C:7]1[C:15]2[C:10](=[N:11][CH:12]=[C:13]([NH:16][C:17]3[CH:18]=[CH:19][C:20]([CH:21]=[C:37]4[S:33][C:34](=[O:39])[NH:35][C:36]4=[O:38])=[CH:23][CH:24]=3)[N:14]=2)[N:9]([CH2:25][O:26][CH2:27][CH2:28][Si:29]([CH3:31])([CH3:32])[CH3:30])[CH:8]=1)(=[O:6])[C:2]([CH3:4])([CH3:3])[CH3:5]. (5) The product is: [I:1][C:2]1[CH:11]=[CH:10][C:5]([C:6]([NH:13][NH2:14])=[O:7])=[CH:4][CH:3]=1. Given the reactants [I:1][C:2]1[CH:11]=[CH:10][C:5]([C:6](OC)=[O:7])=[CH:4][CH:3]=1.O.[NH2:13][NH2:14].O, predict the reaction product. (6) Given the reactants [Br:1][C:2]1[CH:3]=[C:4]2[C:9](Cl)=[C:8]([C:11]([NH2:13])=[O:12])[CH:7]=[N:6][N:5]2[CH:14]=1.[CH2:15]([NH2:18])[CH2:16][CH3:17].C(N(C(C)C)CC)(C)C.O, predict the reaction product. The product is: [Br:1][C:2]1[CH:3]=[C:4]2[C:9]([NH:18][CH2:15][CH2:16][CH3:17])=[C:8]([C:11]([NH2:13])=[O:12])[CH:7]=[N:6][N:5]2[CH:14]=1. (7) Given the reactants [O-:1][V:2](=[O:4])=[O:3].[O-:5][Mo:6]([O-:9])(=[O:8])=[O:7].[N+]([O-])(O)=O, predict the reaction product. The product is: [O-:8][Mo:6]([O-:9])(=[O:7])=[O:5].[O-:4][V:2](=[O:3])=[O:1]. (8) Given the reactants C1C2C(COC([NH:18][C@H:19]([C:23]([NH:25][C@H:26]([C:34]([NH:36][C:37]3[CH:42]=[CH:41][C:40]([CH2:43][O:44][C:45](=[O:87])[NH:46][CH2:47][CH2:48][NH:49][C:50](=[O:86])[CH2:51][C@H:52]4[O:59][C@H:58](/[CH:60]=[CH:61]/[C:62](/[CH3:84])=[CH:63]/[CH2:64][C@H:65]5[C@@H:70]([CH3:71])[CH2:69][C@@H:68]([NH:72][C:73](=[O:82])/[CH:74]=[CH:75]\[C@@H:76]([O:78][C:79](=[O:81])[CH3:80])[CH3:77])[C@@H:67]([CH3:83])[O:66]5)[C@@H:57]([OH:85])[C@@:54]5([O:56][CH2:55]5)[CH2:53]4)=[CH:39][CH:38]=3)=[O:35])[CH2:27][CH2:28][CH2:29][NH:30][C:31](=[O:33])[NH2:32])=[O:24])[CH:20]([CH3:22])[CH3:21])=O)C3C(=CC=CC=3)C=2C=CC=1.N1CCCCC1.NCCCCCC(N[C@H](C(N[C@H](C(NC1C=CC(COC(NNC(=O)C[C@H]2O[C@H](/C=C/C(/C)=C/C[C@H]3[C@@H](C)C[C@@H](NC(=O)/C=C\[C@@H](OC(=O)C)C)[C@@H](C)O3)[C@@H](O)[C@@]3(OC3)C2)=O)=CC=1)=O)CCCNC(=O)N)=O)C(C)C)=O, predict the reaction product. The product is: [NH2:18][C@H:19]([C:23]([NH:25][C@H:26]([C:34]([NH:36][C:37]1[CH:38]=[CH:39][C:40]([CH2:43][O:44][C:45](=[O:87])[NH:46][CH2:47][CH2:48][NH:49][C:50](=[O:86])[CH2:51][C@H:52]2[O:59][C@H:58](/[CH:60]=[CH:61]/[C:62](/[CH3:84])=[CH:63]/[CH2:64][C@H:65]3[C@@H:70]([CH3:71])[CH2:69][C@@H:68]([NH:72][C:73](=[O:82])/[CH:74]=[CH:75]\[C@@H:76]([O:78][C:79](=[O:81])[CH3:80])[CH3:77])[C@@H:67]([CH3:83])[O:66]3)[C@@H:57]([OH:85])[C@@:54]3([O:56][CH2:55]3)[CH2:53]2)=[CH:41][CH:42]=1)=[O:35])[CH2:27][CH2:28][CH2:29][NH:30][C:31](=[O:33])[NH2:32])=[O:24])[CH:20]([CH3:22])[CH3:21].